The task is: Predict which catalyst facilitates the given reaction.. This data is from Catalyst prediction with 721,799 reactions and 888 catalyst types from USPTO. Reactant: C[O:2][C:3]1[C:12]2[CH2:11][CH2:10][CH2:9][CH2:8][C:7]=2[C:6]([NH:13][C:14]2[CH:15]=[C:16]([CH:22]=[CH:23][CH:24]=2)[C:17]([O:19]CC)=[O:18])=[CH:5][N:4]=1.O=C1C2CCCCC=2C(NC2C=C(C=CC=2)C(OCC)=O)=CN1.[OH-].[K+]. Product: [O:2]=[C:3]1[C:12]2[CH2:11][CH2:10][CH2:9][CH2:8][C:7]=2[C:6]([NH:13][C:14]2[CH:15]=[C:16]([CH:22]=[CH:23][CH:24]=2)[C:17]([OH:19])=[O:18])=[CH:5][NH:4]1. The catalyst class is: 8.